Dataset: Full USPTO retrosynthesis dataset with 1.9M reactions from patents (1976-2016). Task: Predict the reactants needed to synthesize the given product. (1) Given the product [CH3:1][C:2]1[C:3]([C:5]2[CH:10]=[CH:9][CH:8]=[C:7]([C:11]([F:14])([F:13])[F:12])[CH:6]=2)=[N:20][C:21](=[O:22])[NH:23][C:15]=1[CH2:16][CH2:17][CH3:18], predict the reactants needed to synthesize it. The reactants are: [CH3:1][CH:2]([C:15](=O)[CH2:16][CH2:17][CH3:18])[C:3]([C:5]1[CH:10]=[CH:9][CH:8]=[C:7]([C:11]([F:14])([F:13])[F:12])[CH:6]=1)=O.[NH2:20][C:21]([NH2:23])=[O:22].Cl. (2) Given the product [CH2:10]1[C:9]2[C:4](=[CH:5][CH:6]=[CH:7][CH:8]=2)[CH:3]=[CH:2]1.[Br:1][Mg:11], predict the reactants needed to synthesize it. The reactants are: [Br:1][C:2]1[CH2:3][C:4]2[C:9]([CH:10]=1)=[CH:8][CH:7]=[CH:6][CH:5]=2.[Mg:11]. (3) Given the product [Cl:1][C:2]1[C:6]([S:13]([Cl:12])(=[O:15])=[O:14])=[CH:5][N:4]([CH3:7])[C:3]=1[C:8]([O:10][CH3:11])=[O:9], predict the reactants needed to synthesize it. The reactants are: [Cl:1][C:2]1[CH:6]=[CH:5][N:4]([CH3:7])[C:3]=1[C:8]([O:10][CH3:11])=[O:9].[Cl:12][S:13](O)(=[O:15])=[O:14]. (4) The reactants are: [F:1][C:2]1[CH:10]=[CH:9][C:8]([C:11]([OH:13])=O)=[C:7]2[C:3]=1[CH:4]=[CH:5][NH:6]2.[C:14]([C:18]1[CH:33]=[CH:32][C:21]([CH2:22][NH:23][CH2:24][CH2:25][C:26]2[CH:31]=[CH:30][CH:29]=[CH:28][CH:27]=2)=[CH:20][CH:19]=1)([CH3:17])([CH3:16])[CH3:15].C(Cl)Cl.CCN=C=NCCCN(C)C.Cl. Given the product [C:14]([C:18]1[CH:33]=[CH:32][C:21]([CH2:22][N:23]([CH2:24][CH2:25][C:26]2[CH:31]=[CH:30][CH:29]=[CH:28][CH:27]=2)[C:11]([C:8]2[CH:9]=[CH:10][C:2]([F:1])=[C:3]3[C:7]=2[NH:6][CH:5]=[CH:4]3)=[O:13])=[CH:20][CH:19]=1)([CH3:17])([CH3:15])[CH3:16], predict the reactants needed to synthesize it. (5) Given the product [NH2:1][CH2:2][CH:3]1[N:8]2[N:9]=[C:10]([C:14]3[CH:19]=[CH:18][C:17]([O:20][C:21]4[CH:26]=[CH:25][CH:24]=[CH:23][CH:22]=4)=[CH:16][CH:15]=3)[C:11]([C:12]([NH2:13])=[O:29])=[C:7]2[NH:6][CH2:5][CH2:4]1, predict the reactants needed to synthesize it. The reactants are: [NH2:1][CH2:2][CH:3]1[N:8]2[N:9]=[C:10]([C:14]3[CH:19]=[CH:18][C:17]([O:20][C:21]4[CH:26]=[CH:25][CH:24]=[CH:23][CH:22]=4)=[CH:16][CH:15]=3)[C:11]([C:12]#[N:13])=[C:7]2[NH:6][CH2:5][CH2:4]1.CS(C)=[O:29].[OH-].[Na+].OO. (6) The reactants are: [C:1]1([CH2:14][O:15][C:16]([N:18]=[C:19]=[S:20])=[O:17])[C:13]2[CH2:12][C:11]3C(=[CH:7][CH:8]=[CH:9][CH:10]=3)[C:5]=2[CH:4]=[CH:3][CH:2]=1.[Br:21][C:22]1[CH:28]=[CH:27][C:25]([NH2:26])=[CH:24][CH:23]=1.Cl[CH2:30]Cl. Given the product [CH:10]1[C:11]2[CH:14]([O:15][C:16](=[O:17])[N:18]([CH3:30])[C:19]([NH:26][C:25]3[CH:27]=[CH:28][C:22]([Br:21])=[CH:23][CH:24]=3)=[S:20])[C:1]3[C:13](=[CH:5][CH:4]=[CH:3][CH:2]=3)[C:12]=2[CH:7]=[CH:8][CH:9]=1, predict the reactants needed to synthesize it. (7) The reactants are: Cl[C:2]1[CH:7]=[CH:6][CH:5]=[CH:4][N:3]=1.[CH2:8]1[CH2:13][CH2:12][CH2:11][CH2:10]C1.C([O:16][CH2:17]C)C.C1([Li])C=CC=CC=1.[CH:26]([NH:29][CH:30](C)C)(C)[CH3:27].[O:33]1CCCC1. Given the product [CH3:17][O:16][C:2]1[C:7]([CH2:30][N:29]2[CH2:8][CH2:13][CH:12]([CH2:11][CH:10]=[O:33])[CH2:27][CH2:26]2)=[CH:6][CH:5]=[CH:4][N:3]=1, predict the reactants needed to synthesize it. (8) Given the product [ClH:31].[CH2:1]1[CH:11]2[N:5]([S:6](=[O:16])(=[O:17])[C:7]3[CH:15]=[CH:14][CH:13]=[CH:12][C:8]=3[O:9][CH2:10]2)[CH2:4][CH2:3][NH:2]1, predict the reactants needed to synthesize it. The reactants are: [CH2:1]1[CH:11]2[N:5]([S:6](=[O:17])(=[O:16])[C:7]3[CH:15]=[CH:14][CH:13]=[CH:12][C:8]=3[O:9][CH2:10]2)[CH2:4][CH2:3][N:2]1C(OC(C)(C)C)=O.C(OCC)(=O)C.[ClH:31]. (9) Given the product [CH3:9][CH:8]([CH3:43])[C@H:7]([NH:10][C:11]([C:13]1[C:22]2[C:17](=[CH:18][CH:19]=[CH:20][CH:21]=2)[N:16]=[C:15]([C:23]2[CH:24]=[CH:25][CH:26]=[CH:27][CH:28]=2)[C:14]=1[CH2:29][N:30]1[CH2:31][CH2:32][N:33]([C:36](=[O:42])[CH2:37][CH2:38][C:39]([OH:41])=[O:40])[CH2:34][CH2:35]1)=[O:12])[C:1]1[CH:2]=[CH:3][CH:4]=[CH:5][CH:6]=1, predict the reactants needed to synthesize it. The reactants are: [C:1]1([C@@H:7]([NH:10][C:11]([C:13]2[C:22]3[C:17](=[CH:18][CH:19]=[CH:20][CH:21]=3)[N:16]=[C:15]([C:23]3[CH:28]=[CH:27][CH:26]=[CH:25][CH:24]=3)[C:14]=2[CH2:29][N:30]2[CH2:35][CH2:34][NH:33][CH2:32][CH2:31]2)=[O:12])[CH2:8][CH3:9])[CH:6]=[CH:5][CH:4]=[CH:3][CH:2]=1.[C:36]1(=[O:42])[O:41][C:39](=[O:40])[CH2:38][CH2:37]1.[CH3:43]C(C)=O. (10) The reactants are: [CH2:1]([O:8][N:9]1[C:15](=[O:16])[N:14]2[CH2:17][C@H:10]1[CH2:11][CH2:12][C@H:13]2[C:18]([OH:20])=O)[C:2]1[CH:7]=[CH:6][CH:5]=[CH:4][CH:3]=1.[NH2:21][O:22][C@@H:23]1[CH2:27][CH2:26][N:25]([C:28]([O:30][C:31]([CH3:34])([CH3:33])[CH3:32])=[O:29])[CH2:24]1. Given the product [CH2:1]([O:8][N:9]1[C:15](=[O:16])[N:14]2[CH2:17][C@H:10]1[CH2:11][CH2:12][C@H:13]2[C:18]([NH:21][O:22][C@@H:23]1[CH2:27][CH2:26][N:25]([C:28]([O:30][C:31]([CH3:34])([CH3:33])[CH3:32])=[O:29])[CH2:24]1)=[O:20])[C:2]1[CH:3]=[CH:4][CH:5]=[CH:6][CH:7]=1, predict the reactants needed to synthesize it.